From a dataset of Forward reaction prediction with 1.9M reactions from USPTO patents (1976-2016). Predict the product of the given reaction. (1) Given the reactants [NH2:1][CH2:2][CH2:3][C:4]1[CH:24]=[CH:23][C:7]2[O:8][CH2:9][C:10]3[CH:22]=[CH:21][CH:20]=[CH:19][C:11]=3[C:12](=[CH:13][CH2:14][CH2:15][N:16]([CH3:18])[CH3:17])[C:6]=2[CH:5]=1.C(N(CC)CC)C.[CH3:32][S:33](Cl)(=[O:35])=[O:34].CCOC(C)=O.CO, predict the reaction product. The product is: [CH3:17][N:16]([CH3:18])[CH2:15][CH2:14]/[CH:13]=[C:12]1\[C:6]2[CH:5]=[C:4]([CH2:3][CH2:2][NH:1][S:33]([CH3:32])(=[O:35])=[O:34])[CH:24]=[CH:23][C:7]=2[O:8][CH2:9][C:10]2[CH:22]=[CH:21][CH:20]=[CH:19][C:11]\1=2. (2) The product is: [OH:9][CH2:10][C:11]1[S:12][CH:13]=[C:14](/[CH:16]=[CH:17]/[C:18]2[C:19]([O:29][CH2:30][C:31]3[CH:36]=[CH:35][C:34]([O:37][CH2:38][C:39]4[N:40]=[C:41]([C:45]5[CH:46]=[CH:47][C:48]([CH2:51][C:52]([OH:54])=[O:53])=[CH:49][CH:50]=5)[O:42][C:43]=4[CH3:44])=[C:33]([O:57][CH3:58])[CH:32]=3)=[N:20][N:21]([C:23]3[CH:28]=[CH:27][CH:26]=[CH:25][CH:24]=3)[CH:22]=2)[N:15]=1. Given the reactants C([O:9][CH2:10][C:11]1[S:12][CH:13]=[C:14](/[CH:16]=[CH:17]/[C:18]2[C:19]([O:29][CH2:30][C:31]3[CH:36]=[CH:35][C:34]([O:37][CH2:38][C:39]4[N:40]=[C:41]([C:45]5[CH:50]=[CH:49][C:48]([CH2:51][C:52]([O:54]CC)=[O:53])=[CH:47][CH:46]=5)[O:42][C:43]=4[CH3:44])=[C:33]([O:57][CH3:58])[CH:32]=3)=[N:20][N:21]([C:23]3[CH:28]=[CH:27][CH:26]=[CH:25][CH:24]=3)[CH:22]=2)[N:15]=1)(=O)C1C=CC=CC=1.O1CCCC1.[OH-].[Na+].Cl, predict the reaction product.